Dataset: HIV replication inhibition screening data with 41,000+ compounds from the AIDS Antiviral Screen. Task: Binary Classification. Given a drug SMILES string, predict its activity (active/inactive) in a high-throughput screening assay against a specified biological target. The compound is CCOC(CNc1nn2c(C)nnc2s1)OCC. The result is 0 (inactive).